The task is: Predict the product of the given reaction.. This data is from Forward reaction prediction with 1.9M reactions from USPTO patents (1976-2016). (1) Given the reactants [H-].[Na+].[N+:3]([C:6]1[C:11]([OH:12])=[CH:10][CH:9]=[CH:8][N:7]=1)([O-:5])=[O:4].[C:13](Br)([Br:16])([F:15])[F:14], predict the reaction product. The product is: [Br:16][C:13]([F:15])([F:14])[O:12][C:11]1[C:6]([N+:3]([O-:5])=[O:4])=[N:7][CH:8]=[CH:9][CH:10]=1. (2) Given the reactants [C:1](O[C:1](=[O:5])[C:2]([CH3:4])=[CH2:3])(=[O:5])[C:2]([CH3:4])=[CH2:3].[CH2:12]([O:14][P:15]([CH2:20][CH:21]([CH2:31][OH:32])[CH2:22][P:23](=[O:30])([O:27][CH2:28][CH3:29])[O:24][CH2:25][CH3:26])(=[O:19])[O:16][CH2:17][CH3:18])[CH3:13].C(N(CC)CC)C.O, predict the reaction product. The product is: [CH2:25]([O:24][P:23]([CH2:22][CH:21]([CH2:31][O:32][C:1](=[O:5])[C:2]([CH3:4])=[CH2:3])[CH2:20][P:15](=[O:19])([O:16][CH2:17][CH3:18])[O:14][CH2:12][CH3:13])(=[O:30])[O:27][CH2:28][CH3:29])[CH3:26]. (3) Given the reactants [Cl:1][C:2]1[N:10]=[C:9]([Cl:11])[C:8]([F:12])=[CH:7][C:3]=1[C:4](O)=[O:5].S(Cl)([Cl:15])=O, predict the reaction product. The product is: [Cl:1][C:2]1[N:10]=[C:9]([Cl:11])[C:8]([F:12])=[CH:7][C:3]=1[C:4]([Cl:15])=[O:5]. (4) The product is: [CH3:38][CH:1]1[CH2:2][CH2:3][CH2:4][C:5]([C:8]2[C:13]([NH:14][C:15]([C:17]3[NH:18][C:19]([C:22]#[N:23])=[CH:20][N:21]=3)=[O:16])=[CH:12][CH:11]=[C:10]([C:24]([NH:33][CH2:32][CH2:31][O:30][CH3:29])([CH3:25])[CH3:26])[N:9]=2)=[C:6]1[CH3:7]. Given the reactants [CH3:1][C:2]1(C)[CH2:7][CH2:6][C:5]([C:8]2[C:13]([NH:14][C:15]([C:17]3[NH:18][C:19]([C:22]#[N:23])=[CH:20][N:21]=3)=[O:16])=[CH:12][CH:11]=[C:10]([C:24](O)([CH3:26])[CH3:25])[N:9]=2)=[CH:4][CH2:3]1.[CH3:29][O:30][CH2:31][CH2:32][NH2:33].S(Cl)(Cl)=O.[CH2:38](Cl)Cl, predict the reaction product. (5) Given the reactants [N:1]1[CH:6]=[CH:5][CH:4]=[CH:3][C:2]=1[C:7]1[C:8]([C:15]2[C:24]3[C:19](=[CH:20][C:21]([O:25][CH2:26][CH2:27][CH2:28][NH2:29])=[CH:22][CH:23]=3)[N:18]=[CH:17][CH:16]=2)=[C:9]2[CH2:14][CH2:13][CH2:12][N:10]2[N:11]=1.[C:30](OC(=O)C)(=[O:32])[CH3:31], predict the reaction product. The product is: [N:1]1[CH:6]=[CH:5][CH:4]=[CH:3][C:2]=1[C:7]1[C:8]([C:15]2[C:24]3[C:19](=[CH:20][C:21]([O:25][CH2:26][CH2:27][CH2:28][NH:29][C:30](=[O:32])[CH3:31])=[CH:22][CH:23]=3)[N:18]=[CH:17][CH:16]=2)=[C:9]2[CH2:14][CH2:13][CH2:12][N:10]2[N:11]=1. (6) Given the reactants [CH3:1][C:2]([CH3:18])([CH3:17])[CH2:3][NH:4][C:5]([CH2:7][CH2:8][C:9]1[CH:16]=[CH:15][C:12]([C:13]#[N:14])=[CH:11][CH:10]=1)=[O:6], predict the reaction product. The product is: [CH3:1][C:2]([CH3:18])([CH3:17])[CH2:3][NH:4][C:5]([CH2:7][CH2:8][C:9]1[CH:10]=[CH:11][C:12]([CH2:13][NH2:14])=[CH:15][CH:16]=1)=[O:6]. (7) The product is: [CH3:32][N:31]([CH3:33])[C:29]([O:28]/[N:27]=[C:19]1/[CH2:20][CH2:21][CH2:22][C:15]2[C:14]([S:11]([N:10]([CH2:9][CH:8]([C:5]3[CH:6]=[CH:7][C:2]([F:1])=[CH:3][CH:4]=3)[OH:25])[CH3:24])(=[O:12])=[O:13])=[CH:18][S:17][C:16]/1=2)=[O:30]. Given the reactants [F:1][C:2]1[CH:7]=[CH:6][C:5]([CH:8]([OH:25])[CH2:9][N:10]([CH3:24])[S:11]([C:14]2[C:15]3[CH2:22][CH2:21][CH2:20][C:19](=O)[C:16]=3[S:17][CH:18]=2)(=[O:13])=[O:12])=[CH:4][CH:3]=1.Cl.[NH2:27][O:28][C:29]([N:31]([CH3:33])[CH3:32])=[O:30], predict the reaction product.